Dataset: Reaction yield outcomes from USPTO patents with 853,638 reactions. Task: Predict the reaction yield, written as a fraction of the theoretical maximum amount of product (1.0 means a 100% yield; for example, 0.34 means a 34% yield). (1) The reactants are [C:1]([C:5]1[CH:10]=[C:9]([F:11])[C:8]([N+:12]([O-])=O)=[CH:7][C:6]=1[OH:15])([CH3:4])([CH3:3])[CH3:2].C([O-])=O.[NH4+]. The catalyst is CCO.[Pd]. The product is [C:1]([C:5]1[CH:10]=[C:9]([F:11])[C:8]([NH2:12])=[CH:7][C:6]=1[OH:15])([CH3:4])([CH3:2])[CH3:3]. The yield is 0.830. (2) The reactants are Cl.[NH:2]1[CH2:7][CH2:6][CH:5]([C:8]2[CH:17]=[CH:16][C:11]([C:12]([O:14][CH3:15])=[O:13])=[CH:10][CH:9]=2)[CH2:4][CH2:3]1.C=O.[C:20]([BH3-])#N.[Na+].C(O)(=O)C. The catalyst is C(O)C.O. The product is [CH3:20][N:2]1[CH2:7][CH2:6][CH:5]([C:8]2[CH:17]=[CH:16][C:11]([C:12]([O:14][CH3:15])=[O:13])=[CH:10][CH:9]=2)[CH2:4][CH2:3]1. The yield is 0.960. (3) The reactants are [C:1]([O:5][C:6]([N:8]1[CH2:13][CH2:12][CH:11]([O:14][CH2:15][CH2:16][CH2:17][C:18]2[N:19]=[C:20]([C:24]3[CH:32]=[CH:31][C:27]([C:28](O)=[O:29])=[CH:26][CH:25]=3)[O:21][C:22]=2[CH3:23])[CH2:10][CH2:9]1)=[O:7])([CH3:4])([CH3:3])[CH3:2].CCN=C=NCCCN(C)C.C1C=CC2N(O)N=NC=2C=1.C(N(CC)CC)C.[N:61]1[CH:66]=[CH:65][CH:64]=[C:63]([CH2:67][NH2:68])[CH:62]=1. The catalyst is CN(C)C=O. The product is [CH3:23][C:22]1[O:21][C:20]([C:24]2[CH:32]=[CH:31][C:27]([C:28](=[O:29])[NH:68][CH2:67][C:63]3[CH:62]=[N:61][CH:66]=[CH:65][CH:64]=3)=[CH:26][CH:25]=2)=[N:19][C:18]=1[CH2:17][CH2:16][CH2:15][O:14][CH:11]1[CH2:10][CH2:9][N:8]([C:6]([O:5][C:1]([CH3:2])([CH3:3])[CH3:4])=[O:7])[CH2:13][CH2:12]1. The yield is 0.670.